From a dataset of Reaction yield outcomes from USPTO patents with 853,638 reactions. Predict the reaction yield, written as a fraction of the theoretical maximum amount of product (1.0 means a 100% yield; for example, 0.34 means a 34% yield). (1) The reactants are [OH:1][S:2]([OH:5])(=O)=[O:3].[C:6]1([N:12]2[CH2:16][CH2:15][CH2:14][CH2:13]2)[CH:11]=[CH:10][CH:9]=[CH:8][CH:7]=1. The catalyst is C(OCC)C. The product is [N:12]1([C:6]2[CH:11]=[CH:10][C:9]([S:2]([OH:5])(=[O:3])=[O:1])=[CH:8][CH:7]=2)[CH2:16][CH2:15][CH2:14][CH2:13]1. The yield is 0.430. (2) The reactants are [CH:1]([C:3]1[CH:11]=[CH:10][C:6]([C:7]([OH:9])=[O:8])=[CH:5][CH:4]=1)=[CH2:2].[C:12](C1C=C(O)C(=CC=1)O)([CH3:15])([CH3:14])[CH3:13].C1CCN2C(=NCCC2)CC1.C(=O)([O-])[O-].[K+].[K+]. The catalyst is C(OCC)C.CC(O)(C)C.CN(C)C=O. The product is [CH:1]([C:3]1[CH:11]=[CH:10][C:6]([C:7]([O:9][C:12]([CH3:15])([CH3:14])[CH3:13])=[O:8])=[CH:5][CH:4]=1)=[CH2:2]. The yield is 0.880. (3) The yield is 0.750. The catalyst is CN(C=O)C.C1COCC1.O. The product is [CH3:22][C:21]1[N:24]=[C:2]([C:4]2[CH:9]=[CH:8][C:7]([F:10])=[C:6]([Br:11])[CH:5]=2)[CH:1]=[CH:12][N:23]=1. The reactants are [CH3:1][C:2]([C:4]1[CH:9]=[CH:8][C:7]([F:10])=[C:6]([Br:11])[CH:5]=1)=O.[CH3:12]OC(OC)N(C)C.Cl.[C:21]([NH2:24])(=[NH:23])[CH3:22].CC(C)([O-])C.[K+].